Dataset: Full USPTO retrosynthesis dataset with 1.9M reactions from patents (1976-2016). Task: Predict the reactants needed to synthesize the given product. (1) Given the product [CH2:1]([O:3][C:4]([N:6]1[C:15]2[C:10](=[N:11][C:12]([O:16][CH3:17])=[CH:13][CH:14]=2)[C@@H:9]([NH:18][C:19]2[N:24]=[C:23]([CH2:25][C:26]3[CH:27]=[C:28]([C:36]([F:38])([F:37])[F:39])[CH:29]=[C:30]([C:32]([F:33])([F:34])[F:35])[CH:31]=3)[C:22]([C:40]3[CH:41]=[N:42][CH:43]=[C:44]([C:46]([OH:58])=[O:47])[CH:45]=3)=[CH:21][N:20]=2)[CH2:8][C@H:7]1[CH2:48][CH3:49])=[O:5])[CH3:2], predict the reactants needed to synthesize it. The reactants are: [CH2:1]([O:3][C:4]([N:6]1[C:15]2[C:10](=[N:11][C:12]([O:16][CH3:17])=[CH:13][CH:14]=2)[C@@H:9]([NH:18][C:19]2[N:24]=[C:23]([CH2:25][C:26]3[CH:31]=[C:30]([C:32]([F:35])([F:34])[F:33])[CH:29]=[C:28]([C:36]([F:39])([F:38])[F:37])[CH:27]=3)[C:22]([C:40]3[CH:41]=[N:42][CH:43]=[C:44]([CH:46]=[O:47])[CH:45]=3)=[CH:21][N:20]=2)[CH2:8][C@H:7]1[CH2:48][CH3:49])=[O:5])[CH3:2].CC(=CC)C.O.O.P(O)(O)([O-])=[O:58].[Na+].Cl([O-])=O.[Na+].C(O)(=O)CC(CC(O)=O)(C(O)=O)O. (2) Given the product [CH3:1][O:2][C:3]1[CH:8]=[CH:7][C:6]([C@@H:9]2[C@@H:14]([O:15][CH2:16][C:17]3[CH:18]=[CH:19][C:20]4[O:25][CH2:24][CH2:23][N:22]([CH2:26][CH2:27][CH2:28][O:29][CH3:30])[C:21]=4[CH:31]=3)[CH2:13][N:12]([S:32]([C:35]3[CH:40]=[CH:39][C:38]([CH3:41])=[CH:37][CH:36]=3)(=[O:34])=[O:33])[C@@H:11]([CH2:42][CH2:43][C:44]([CH3:47])([OH:46])[CH3:45])[CH2:10]2)=[CH:5][CH:4]=1, predict the reactants needed to synthesize it. The reactants are: [CH3:1][O:2][C:3]1[CH:8]=[CH:7][C:6]([C@@H:9]2[C@@H:14]([O:15][CH2:16][C:17]3[CH:18]=[CH:19][C:20]4[O:25][CH2:24][CH2:23][N:22]([CH2:26][CH2:27][CH2:28][O:29][CH3:30])[C:21]=4[CH:31]=3)[CH2:13][N:12]([S:32]([C:35]3[CH:40]=[CH:39][C:38]([CH3:41])=[CH:37][CH:36]=3)(=[O:34])=[O:33])[C@@H:11]([CH2:42][CH2:43][C:44](=[O:46])[CH3:45])[CH2:10]2)=[CH:5][CH:4]=1.[CH3:47][Mg]Br. (3) The reactants are: [F:1][C:2]1[CH:3]=[C:4]([C:8]2[CH2:12][CH2:11][C@:10]([C:17]3[CH:22]=[CH:21][CH:20]=[CH:19][CH:18]=3)([C:13]([O:15]C)=[O:14])[CH:9]=2)[CH:5]=[N:6][CH:7]=1.[OH-].[K+]. Given the product [F:1][C:2]1[CH:3]=[C:4]([C:8]2[CH2:12][CH2:11][C@:10]([C:17]3[CH:18]=[CH:19][CH:20]=[CH:21][CH:22]=3)([C:13]([OH:15])=[O:14])[CH:9]=2)[CH:5]=[N:6][CH:7]=1, predict the reactants needed to synthesize it. (4) Given the product [OH:9][CH:8]([C:7]1[C:2]([CH3:1])=[N:3][C:4]2[N:5]([N:17]=[C:18]([C:20]3[CH:25]=[CH:24][CH:23]=[CH:22][CH:21]=3)[CH:19]=2)[C:6]=1[C:10]1[CH:11]=[CH:12][C:13]([CH3:16])=[CH:14][CH:15]=1)[C:30]#[N:31], predict the reactants needed to synthesize it. The reactants are: [CH3:1][C:2]1[C:7]([CH:8]=[O:9])=[C:6]([C:10]2[CH:15]=[CH:14][C:13]([CH3:16])=[CH:12][CH:11]=2)[N:5]2[N:17]=[C:18]([C:20]3[CH:25]=[CH:24][CH:23]=[CH:22][CH:21]=3)[CH:19]=[C:4]2[N:3]=1.[Si]([C:30]#[N:31])(C)(C)C. (5) Given the product [Cl:1][C:2]1[C:3]([NH:16][C:17]2[N:27]=[C:26]3[C:20]([N:21]([CH3:34])[C:22](=[O:33])[CH2:23][CH2:24][N:25]3[CH:28]3[CH2:32][CH2:31][CH2:30][CH2:29]3)=[CH:19][N:18]=2)=[CH:4][C:5]([F:15])=[C:6]([CH:14]=1)[C:7]([OH:9])=[O:8], predict the reactants needed to synthesize it. The reactants are: [Cl:1][C:2]1[C:3]([NH:16][C:17]2[N:27]=[C:26]3[C:20]([N:21]([CH3:34])[C:22](=[O:33])[CH2:23][CH2:24][N:25]3[CH:28]3[CH2:32][CH2:31][CH2:30][CH2:29]3)=[CH:19][N:18]=2)=[CH:4][C:5]([F:15])=[C:6]([CH:14]=1)[C:7]([O:9]C(C)(C)C)=[O:8].FC(F)(F)C(O)=O. (6) Given the product [Br:9][C:5]1[C:6]([CH3:8])=[CH:7][C:2]([C:11]#[N:12])=[N:3][CH:4]=1, predict the reactants needed to synthesize it. The reactants are: Br[C:2]1[CH:7]=[C:6]([CH3:8])[C:5]([Br:9])=[CH:4][N:3]=1.[Cu](C#N)[C:11]#[N:12].[C-]#N.[Na+]. (7) Given the product [F:1][C:2]1[C:3]([NH:10][C:11]2[C:16]([C:17]3[N:25]=[CH:24][N:23]=[C:22]4[C:18]=3[N:19]=[CH:20][N:21]4[CH:26]3[CH2:31][CH2:30][CH2:29][CH2:28][O:27]3)=[CH:15][CH:14]=[CH:13][N:12]=2)=[C:4]([F:9])[CH:5]=[CH:6][C:7]=1[NH:8][S:42]([C:35]1[CH:34]=[C:33]([CH3:32])[O:37][C:36]=1[C:38]([F:41])([F:39])[F:40])(=[O:44])=[O:43], predict the reactants needed to synthesize it. The reactants are: [F:1][C:2]1[C:7]([NH2:8])=[CH:6][CH:5]=[C:4]([F:9])[C:3]=1[NH:10][C:11]1[C:16]([C:17]2[N:25]=[CH:24][N:23]=[C:22]3[C:18]=2[N:19]=[CH:20][N:21]3[CH:26]2[CH2:31][CH2:30][CH2:29][CH2:28][O:27]2)=[CH:15][CH:14]=[CH:13][N:12]=1.[CH3:32][C:33]1[O:37][C:36]([C:38]([F:41])([F:40])[F:39])=[C:35]([S:42](Cl)(=[O:44])=[O:43])[CH:34]=1.N1C=CC=CC=1. (8) Given the product [CH3:32][C:22]1[CH:27]=[CH:26][C:25]([S:28]([O:6][CH2:5][CH:4]([C:7]([CH2:9][Si:10]([CH3:13])([CH3:11])[CH3:12])=[CH2:8])[CH2:3][CH:2]([CH3:14])[CH3:1])(=[O:30])=[O:29])=[CH:24][CH:23]=1, predict the reactants needed to synthesize it. The reactants are: [CH3:1][CH:2]([CH3:14])[CH2:3][CH:4]([C:7]([CH2:9][Si:10]([CH3:13])([CH3:12])[CH3:11])=[CH2:8])[CH2:5][OH:6].C(N(CC)CC)C.[C:22]1([CH3:32])[CH:27]=[CH:26][C:25]([S:28](Cl)(=[O:30])=[O:29])=[CH:24][CH:23]=1.O. (9) Given the product [C:1]([N:6]1[CH2:11][CH2:10][CH:9]([O:12][C:13]2[CH:14]=[C:15]([CH:19]3[O:24][C:23]4[CH:25]=[CH:26][CH:27]=[C:28]([C:29]([NH2:34])=[O:31])[C:22]=4[O:21][CH2:20]3)[CH:16]=[N:17][CH:18]=2)[CH2:8][CH2:7]1)(=[O:5])[CH:2]([CH3:4])[CH3:3], predict the reactants needed to synthesize it. The reactants are: [C:1]([N:6]1[CH2:11][CH2:10][CH:9]([O:12][C:13]2[CH:14]=[C:15]([CH:19]3[O:24][C:23]4[CH:25]=[CH:26][CH:27]=[C:28]([C:29]([OH:31])=O)[C:22]=4[O:21][CH2:20]3)[CH:16]=[N:17][CH:18]=2)[CH2:8][CH2:7]1)(=[O:5])[CH:2]([CH3:4])[CH3:3].C(N1C=CN=C1)([N:34]1C=CN=C1)=O.[OH-].[NH4+].O. (10) Given the product [C:24](=[O:25])([O:26][CH3:27])[O:15][C:6]1[CH:7]=[CH:8][C:9]([C:11]([CH3:14])([CH3:13])[CH3:12])=[CH:10][C:5]=1[C:1]([CH3:4])([CH3:3])[CH3:2], predict the reactants needed to synthesize it. The reactants are: [C:1]([C:5]1[CH:10]=[C:9]([C:11]([CH3:14])([CH3:13])[CH3:12])[CH:8]=[CH:7][C:6]=1[OH:15])([CH3:4])([CH3:3])[CH3:2].C(N(CC)CC)C.Cl[C:24]([O:26][CH3:27])=[O:25].